From a dataset of Full USPTO retrosynthesis dataset with 1.9M reactions from patents (1976-2016). Predict the reactants needed to synthesize the given product. (1) Given the product [F:12][C:10]1[CH:9]=[C:8]([F:13])[CH:7]=[C:6]2[C:11]=1[C:2]([NH:40][C:36]1[CH:37]=[N:38][CH:39]=[C:34]([N:31]3[CH2:32][CH2:33][O:28][CH2:29][CH2:30]3)[CH:35]=1)=[C:3]([CH3:27])[C:4]([N:14]1[CH2:19][CH2:18][N:17]([C:20]([O:22][C:23]([CH3:25])([CH3:24])[CH3:26])=[O:21])[CH2:16][CH2:15]1)=[N:5]2, predict the reactants needed to synthesize it. The reactants are: Cl[C:2]1[C:11]2[C:6](=[CH:7][C:8]([F:13])=[CH:9][C:10]=2[F:12])[N:5]=[C:4]([N:14]2[CH2:19][CH2:18][N:17]([C:20]([O:22][C:23]([CH3:26])([CH3:25])[CH3:24])=[O:21])[CH2:16][CH2:15]2)[C:3]=1[CH3:27].[O:28]1[CH2:33][CH2:32][N:31]([C:34]2[CH:35]=[C:36]([NH2:40])[CH:37]=[N:38][CH:39]=2)[CH2:30][CH2:29]1. (2) Given the product [Br:8][C:5]1[CH:6]=[C:7]([Cl:9])[C:2]([NH2:1])=[N:3][CH:4]=1, predict the reactants needed to synthesize it. The reactants are: [NH2:1][C:2]1[CH:7]=[CH:6][C:5]([Br:8])=[CH:4][N:3]=1.[Cl:9]N1C(=O)CCC1=O.[OH-].[Na+]. (3) The reactants are: [OH:1][C@H:2]([CH2:7][C@H:8](O)/[CH:9]=[CH:10]/[C:11]1[C:12]([CH:34]([CH3:36])[CH3:35])=[N:13][N:14]([C:26]2[CH:31]=[CH:30][N:29]=[C:28]([O:32][CH3:33])[N:27]=2)[C:15]=1[C:16]1[CH:21]=[CH:20][CH:19]=[C:18]([C:22]([F:25])([F:24])[F:23])[CH:17]=1)[CH2:3][C:4]([OH:6])=[O:5]. Given the product [OH:1][C@@H:2]1[CH2:7][C@@H:8](/[CH:9]=[CH:10]/[C:11]2[C:12]([CH:34]([CH3:36])[CH3:35])=[N:13][N:14]([C:26]3[CH:31]=[CH:30][N:29]=[C:28]([O:32][CH3:33])[N:27]=3)[C:15]=2[C:16]2[CH:21]=[CH:20][CH:19]=[C:18]([C:22]([F:24])([F:25])[F:23])[CH:17]=2)[O:5][C:4](=[O:6])[CH2:3]1, predict the reactants needed to synthesize it. (4) The reactants are: [C:1]([O:5][C:6](=[O:34])[NH:7][C:8]1([C:12]2[CH:17]=[CH:16][C:15]([C:18]3[N:19]=[C:20]4[CH:25]=[C:24](Br)[CH:23]=[CH:22][N:21]4[C:27]=3[C:28]3[CH:33]=[CH:32][CH:31]=[CH:30][CH:29]=3)=[CH:14][CH:13]=2)[CH2:11][CH2:10][CH2:9]1)([CH3:4])([CH3:3])[CH3:2].[C:35]([O:39][CH3:40])(=[O:38])[CH:36]=[CH2:37].C(N(CC)CC)C.C1(C)C=CC=CC=1P(C1C=CC=CC=1C)C1C=CC=CC=1C.[NH4+].[Cl-]. Given the product [CH3:40][O:39][C:35](=[O:38])/[CH:36]=[CH:37]/[C:24]1[CH:23]=[CH:22][N:21]2[C:27]([C:28]3[CH:33]=[CH:32][CH:31]=[CH:30][CH:29]=3)=[C:18]([C:15]3[CH:16]=[CH:17][C:12]([C:8]4([NH:7][C:6]([O:5][C:1]([CH3:4])([CH3:3])[CH3:2])=[O:34])[CH2:11][CH2:10][CH2:9]4)=[CH:13][CH:14]=3)[N:19]=[C:20]2[CH:25]=1, predict the reactants needed to synthesize it. (5) Given the product [CH2:1]([O:3][C:4]([C@@H:5]1[C@H:25]([C:26]2[CH:31]=[CH:30][CH:29]=[CH:28][CH:27]=2)[C@H:6]1[C:7]1[CH:8]=[N:9][N:10]([CH2:12][CH:13]2[CH2:14][CH2:15]2)[CH:11]=1)=[O:16])[CH3:2], predict the reactants needed to synthesize it. The reactants are: [CH2:1]([O:3][C:4](=[O:16])/[CH:5]=[CH:6]/[C:7]1[CH:8]=[N:9][N:10]([CH2:12][CH:13]2[CH2:15][CH2:14]2)[CH:11]=1)[CH3:2].[O-]S(C(F)(F)F)(=O)=O.[CH2:25]([S+]1CCCC1)[C:26]1[CH:31]=[CH:30][CH:29]=[CH:28][CH:27]=1.[SH3+].C1OCCOCCOCCOC1.[Li+].C[Si]([N-][Si](C)(C)C)(C)C. (6) Given the product [N:35]1[CH:36]=[CH:37][C:32]([NH:31][C:22]([C:15]2[C:14]3[C:13]4[C:8](=[CH:9][CH:10]=[CH:11][CH:12]=4)[N:7]([CH2:6][C:5]4[CH:25]=[CH:26][C:2]([F:1])=[CH:3][CH:4]=4)[C:19]=3[C:18]([O:20][CH3:21])=[CH:17][CH:16]=2)=[O:23])=[CH:33][CH:34]=1, predict the reactants needed to synthesize it. The reactants are: [F:1][C:2]1[CH:26]=[CH:25][C:5]([CH2:6][N:7]2[C:19]3[C:18]([O:20][CH3:21])=[CH:17][CH:16]=[C:15]([C:22](O)=[O:23])[C:14]=3[C:13]3[C:8]2=[CH:9][CH:10]=[CH:11][CH:12]=3)=[CH:4][CH:3]=1.S(Cl)(Cl)=O.[NH2:31][C:32]1[CH:37]=[CH:36][N:35]=[CH:34][CH:33]=1.C(N(CC)CC)C.